From a dataset of Forward reaction prediction with 1.9M reactions from USPTO patents (1976-2016). Predict the product of the given reaction. (1) Given the reactants O[C:2]1[CH:7]=[CH:6][N:5]=[C:4]([NH:8][C:9]2[CH:16]=[CH:15][C:12]([C:13]#[N:14])=[CH:11][CH:10]=2)[N:3]=1.O=P(Cl)(Cl)[Cl:19], predict the reaction product. The product is: [Cl:19][C:2]1[CH:7]=[CH:6][N:5]=[C:4]([NH:8][C:9]2[CH:16]=[CH:15][C:12]([C:13]#[N:14])=[CH:11][CH:10]=2)[N:3]=1. (2) Given the reactants [CH2:1]([O:3][C:4](=[O:39])[CH2:5][CH2:6][CH2:7][O:8][C:9]1[CH:14]=[CH:13][CH:12]=[C:11]([CH2:15][CH2:16][CH2:17][CH2:18][CH2:19][CH2:20][O:21][C:22]2[CH:27]=[C:26]([O:28][CH2:29][CH3:30])[CH:25]=[C:24](Br)[CH:23]=2)[C:10]=1[CH2:32][CH2:33][C:34]([O:36][CH2:37][CH3:38])=[O:35])[CH3:2].[CH2:40]1[O:48][C:47]2[CH:46]=[CH:45][C:44](B(O)O)=[CH:43][C:42]=2[O:41]1.C(=O)([O-])[O-].[Cs+].[Cs+].C(COC)OC, predict the reaction product. The product is: [CH2:1]([O:3][C:4](=[O:39])[CH2:5][CH2:6][CH2:7][O:8][C:9]1[CH:14]=[CH:13][CH:12]=[C:11]([CH2:15][CH2:16][CH2:17][CH2:18][CH2:19][CH2:20][O:21][C:22]2[CH:27]=[C:26]([O:28][CH2:29][CH3:30])[CH:25]=[C:24]([C:45]3[CH:44]=[CH:43][C:42]4[O:41][CH2:40][O:48][C:47]=4[CH:46]=3)[CH:23]=2)[C:10]=1[CH2:32][CH2:33][C:34]([O:36][CH2:37][CH3:38])=[O:35])[CH3:2].